Dataset: Experimentally validated miRNA-target interactions with 360,000+ pairs, plus equal number of negative samples. Task: Binary Classification. Given a miRNA mature sequence and a target amino acid sequence, predict their likelihood of interaction. Result: 1 (interaction). The miRNA is hsa-miR-4770 with sequence UGAGAUGACACUGUAGCU. The protein sequence of the target gene is MHNLYSITGYPDPPGTMEEEEEDDDYENSTPPYKDLPPKPGTMEEEEEDDDYENSTPPYKDLPPKPGTMEEEEEDDDYENSTPPYKDLPPKPGSSAPPRPPRAAKETEKPPLPCKPRNMTGLDLAAVTCPPPQLAVNLEPSPLQPSLAATPVPWLNQRSGGPGCCQKRWMVYLCLLVVTSLFLGCLGLTVTLIKYQELMEELRMLSFQQMTWRTNMTGMAGLAGLKHDIARVRADTNQSLVELWGLLDCRRITCPEGWLPFEGKCYYFSPSTKSWDEARMFCQENYSHLVIINSFAEHNF....